From a dataset of Full USPTO retrosynthesis dataset with 1.9M reactions from patents (1976-2016). Predict the reactants needed to synthesize the given product. (1) The reactants are: Cl[C:2]1[C:3]2[CH:10]=[CH:9][N:8]([CH3:11])[C:4]=2[N:5]=[CH:6][N:7]=1.[Cl:12][C:13]1[CH:14]=[C:15]([NH2:20])[CH:16]=[CH:17][C:18]=1[F:19]. Given the product [Cl:12][C:13]1[CH:14]=[C:15]([NH:20][C:2]2[C:3]3[CH:10]=[CH:9][N:8]([CH3:11])[C:4]=3[N:5]=[CH:6][N:7]=2)[CH:16]=[CH:17][C:18]=1[F:19], predict the reactants needed to synthesize it. (2) Given the product [CH3:30][O:31][C:32](=[O:33])[NH:34][CH:35]([C:36]([N:8]1[CH2:12][CH2:11][CH2:10][CH:9]1[C:13](=[O:28])[NH:14][C:15]1[CH:16]=[CH:17][C:18]([C:21]2[CH:26]=[CH:25][C:24]([Br:27])=[CH:23][CH:22]=2)=[CH:19][CH:20]=1)=[O:37])[CH:39]([CH3:41])[CH3:40], predict the reactants needed to synthesize it. The reactants are: C(OC([N:8]1[CH2:12][CH2:11][CH2:10][CH:9]1[C:13](=[O:28])[NH:14][C:15]1[CH:20]=[CH:19][C:18]([C:21]2[CH:26]=[CH:25][C:24]([Br:27])=[CH:23][CH:22]=2)=[CH:17][CH:16]=1)=O)(C)(C)C.Cl.[CH3:30][O:31][C:32]([NH:34][CH:35]([CH:39]([CH3:41])[CH3:40])[C:36](O)=[O:37])=[O:33].CN(C(ON1N=NC2C=CC=NC1=2)=[N+](C)C)C.F[P-](F)(F)(F)(F)F.CCN(C(C)C)C(C)C. (3) Given the product [NH:9]1[CH2:10][CH2:11][CH2:12][CH2:13][C:7]2[CH:6]=[C:5]([NH2:2])[CH:15]=[CH:14][C:8]1=2, predict the reactants needed to synthesize it. The reactants are: Cl.[N+:2]([C:5]1[CH:15]=[CH:14][C:8]2[NH:9][CH2:10][CH2:11][CH2:12][CH2:13][C:7]=2[CH:6]=1)([O-])=O. (4) Given the product [Cl:1][C:2]1[CH:7]=[CH:6][N:5]=[C:4]2[C:8]([C:11]([NH:13][C@H:14]3[CH2:19][CH2:18][CH2:17][CH2:16][C@@H:15]3[OH:20])=[O:12])=[CH:9][N:10]([CH2:28][C:26]3[CH:25]=[CH:24][N:23]=[C:22]([CH3:21])[CH:27]=3)[C:3]=12, predict the reactants needed to synthesize it. The reactants are: [Cl:1][C:2]1[CH:7]=[CH:6][N:5]=[C:4]2[C:8]([C:11]([NH:13][C@H:14]3[CH2:19][CH2:18][CH2:17][CH2:16][C@@H:15]3[OH:20])=[O:12])=[CH:9][NH:10][C:3]=12.[CH3:21][C:22]1[CH:27]=[C:26]([CH2:28]Br)[CH:25]=[CH:24][N:23]=1.C(=O)([O-])[O-].[Cs+].[Cs+].